Dataset: Catalyst prediction with 721,799 reactions and 888 catalyst types from USPTO. Task: Predict which catalyst facilitates the given reaction. Reactant: [CH3:1][C:2]([C:4]1[CH:9]=[CH:8][C:7]([NH2:10])=[C:6]([N+:11]([O-])=O)[CH:5]=1)=[O:3].O.O.Cl[Sn]Cl.C([O-])(O)=O.[Na+]. Product: [NH2:11][C:6]1[CH:5]=[C:4]([C:2](=[O:3])[CH3:1])[CH:9]=[CH:8][C:7]=1[NH2:10]. The catalyst class is: 161.